Predict which catalyst facilitates the given reaction. From a dataset of Catalyst prediction with 721,799 reactions and 888 catalyst types from USPTO. (1) Reactant: [Br:1][C:2]1[CH:3]=[C:4]2[C:9](=[CH:10][CH:11]=1)[C:8](=[O:12])[O:7][CH2:6][CH2:5]2.[Br:13]N1C(=O)CCC1=O.C(OOC(=O)C1C=CC=CC=1)(=O)C1C=CC=CC=1. Product: [Br:13][CH:5]1[C:4]2[C:9](=[CH:10][CH:11]=[C:2]([Br:1])[CH:3]=2)[C:8](=[O:12])[O:7][CH2:6]1. The catalyst class is: 53. (2) Reactant: [CH3:1][C:2]1[N:6]2[CH:7]=[CH:8][CH:9]=[C:10]([CH3:11])[C:5]2=[N:4][C:3]=1[NH:12][C:13](=[O:19])[O:14][C:15]([CH3:18])([CH3:17])[CH3:16].[H-].[Na+].Cl[S:23]([C:26]1[CH:35]=[CH:34][C:29]([C:30]([O:32][CH3:33])=[O:31])=[CH:28][CH:27]=1)(=[O:25])=[O:24]. Product: [C:15]([O:14][C:13]([N:12]([C:3]1[N:4]=[C:5]2[C:10]([CH3:11])=[CH:9][CH:8]=[CH:7][N:6]2[C:2]=1[CH3:1])[S:23]([C:26]1[CH:27]=[CH:28][C:29]([C:30]([O:32][CH3:33])=[O:31])=[CH:34][CH:35]=1)(=[O:25])=[O:24])=[O:19])([CH3:16])([CH3:18])[CH3:17]. The catalyst class is: 31. (3) Reactant: [NH:1]([C:3]([O:5][C:6]([CH3:9])([CH3:8])[CH3:7])=[O:4])[NH2:2].[CH:10](=O)[CH3:11]. Product: [CH:10](=[N:2]/[NH:1][C:3]([O:5][C:6]([CH3:9])([CH3:8])[CH3:7])=[O:4])\[CH3:11]. The catalyst class is: 11. (4) Reactant: [CH:1]1[C:13]2[N:12]([CH2:14][CH2:15][C:16]3[CH:17]=[CH:18][C:19]4[N:20]([CH:44]=[O:45])[C:21]5[C:26]([C:27]=4[CH:28]=3)=[CH:25][C:24]([CH2:29][CH2:30][N:31]3[C:43]4[CH:42]=[CH:41][CH:40]=[CH:39][C:38]=4[C:37]4[C:32]3=[CH:33][CH:34]=[CH:35][CH:36]=4)=[CH:23][CH:22]=5)[C:11]3[C:6](=[CH:7][CH:8]=[CH:9][CH:10]=3)[C:5]=2[CH:4]=[CH:3][CH:2]=1.[BH4-].[Na+]. Product: [CH:10]1[C:11]2[N:12]([CH2:14][CH2:15][C:16]3[CH:17]=[CH:18][C:19]4[N:20]([CH2:44][OH:45])[C:21]5[C:26]([C:27]=4[CH:28]=3)=[CH:25][C:24]([CH2:29][CH2:30][N:31]3[C:43]4[CH:42]=[CH:41][CH:40]=[CH:39][C:38]=4[C:37]4[C:32]3=[CH:33][CH:34]=[CH:35][CH:36]=4)=[CH:23][CH:22]=5)[C:13]3[C:5](=[CH:4][CH:3]=[CH:2][CH:1]=3)[C:6]=2[CH:7]=[CH:8][CH:9]=1. The catalyst class is: 83. (5) Reactant: [Si:1]([O:8][CH2:9][CH:10]([F:13])[CH2:11][OH:12])([C:4]([CH3:7])([CH3:6])[CH3:5])([CH3:3])[CH3:2].[Si](Cl)(C(C)(C)C)(C1C=CC=CC=1)C1C=CC=CC=1.N1C(C)=CC=CC=1C.[S:40](O[S:40]([C:43]([F:46])([F:45])[F:44])(=[O:42])=[O:41])([C:43]([F:46])([F:45])[F:44])(=[O:42])=[O:41]. Product: [F:44][C:43]([F:46])([F:45])[S:40]([O:12][CH2:11][CH:10]([F:13])[CH2:9][O:8][Si:1]([C:4]([CH3:7])([CH3:6])[CH3:5])([CH3:3])[CH3:2])(=[O:42])=[O:41]. The catalyst class is: 96. (6) Reactant: Cl.[C:2]1([N:8]([CH2:32][CH2:33][C:34]([O:36]CC)=[O:35])[C:9]([C:11]2[CH:31]=[CH:30][C:14]3[N:15]([CH3:29])[C:16]([CH2:18][NH:19][C:20]4[CH:25]=[CH:24][C:23]([C:26](=[NH:28])[NH2:27])=[CH:22][CH:21]=4)=[N:17][C:13]=3[CH:12]=2)=[O:10])[CH:7]=[CH:6][CH:5]=[CH:4][CH:3]=1.C(O)C.[OH-].[Na+].C(O)(=O)C. Product: [C:2]1([N:8]([CH2:32][CH2:33][C:34]([OH:36])=[O:35])[C:9]([C:11]2[CH:31]=[CH:30][C:14]3[N:15]([CH3:29])[C:16]([CH2:18][NH:19][C:20]4[CH:25]=[CH:24][C:23]([C:26](=[NH:27])[NH2:28])=[CH:22][CH:21]=4)=[N:17][C:13]=3[CH:12]=2)=[O:10])[CH:3]=[CH:4][CH:5]=[CH:6][CH:7]=1. The catalyst class is: 6. (7) Reactant: [CH3:1][O:2][CH2:3][CH2:4][NH:5][C:6]1[CH:11]=[CH:10][C:9]([N+:12]([O-])=O)=[C:8]([CH3:15])[N:7]=1. Product: [CH3:1][O:2][CH2:3][CH2:4][NH:5][C:6]1[CH:11]=[CH:10][C:9]([NH2:12])=[C:8]([CH3:15])[N:7]=1. The catalyst class is: 763. (8) Reactant: [CH2:1]1[C@@H:5]2[C@@H:6]3[C:11](=[O:12])[O:10][C:8](=[O:9])[C@@H:7]3[C@H:2]1[CH:3]=[CH:4]2.C1(C)C=CC=CC=1.COC1C=CC2N=CC=C([C@@H](O)[C@H]3N4C[C@H](C=C)[C@@H](CC4)C3)C=2C=1.[CH3:44][OH:45]. Product: [CH3:44][O:45][C:11]([C@@H:6]1[C@@H:5]2[CH2:1][C@@H:2]([CH:3]=[CH:4]2)[C@@H:7]1[C:8]([OH:10])=[O:9])=[O:12]. The catalyst class is: 53. (9) Reactant: O.C(O)C.[CH3:5][C:6]1[C:37]2[O:38][C@@:33]3([CH3:39])[C:34]([C:36]=2[C:9]2[C:10](O)=[CH:11][C:12]([NH:15][C:16]([C:18]([CH3:52])=[CH:19][CH:20]=[CH:21][C@H:22]([CH3:51])[C@H:23]([OH:50])[C@@H:24]([CH3:49])[C@@H:25]([OH:48])[C@@H:26]([CH3:47])[C@H:27]([O:43][C:44]([CH3:46])=[O:45])[C@H:28]([CH3:42])[C@@H:29]([O:40][CH3:41])[CH:30]=[CH:31][O:32]3)=[O:17])=[C:13]([OH:14])[C:8]=2[C:7]=1[OH:54])=[O:35].[NH2:55][C:56]1[CH:61]=[C:60]([CH3:62])[CH:59]=[CH:58][N:57]=1. Product: [CH3:62][C:60]1[CH:59]=[CH:58][N:57]2[C:11]3[C:12]4[NH:15][C:16](=[O:17])[C:18]([CH3:52])=[CH:19][CH:20]=[CH:21][C@H:22]([CH3:51])[C@H:23]([OH:50])[C@@H:24]([CH3:49])[C@@H:25]([OH:48])[C@@H:26]([CH3:47])[C@H:27]([O:43][C:44]([CH3:46])=[O:45])[C@H:28]([CH3:42])[C@@H:29]([O:40][CH3:41])[CH:30]=[CH:31][O:32][C@:33]5([CH3:39])[C:34](=[O:35])[C:36]6=[C:37]([O:38]5)[C:6]([CH3:5])=[C:7]([OH:54])[C:8](=[C:9]6[C:10]=3[N:55]=[C:56]2[CH:61]=1)[C:13]=4[OH:14]. The catalyst class is: 21. (10) Reactant: [NH2:1][C:2]1[C:7]([C:8]#[N:9])=[C:6]([O:10][CH2:11][CH3:12])[N:5]=[C:4]([C:13]([NH:15][CH2:16][C:17]2[CH:29]=[CH:28][C:20]([O:21][CH2:22][C:23]([O:25]CC)=[O:24])=[CH:19][CH:18]=2)=[O:14])[CH:3]=1.CO.[OH-].[Na+].Cl. Product: [NH2:1][C:2]1[C:7]([C:8]#[N:9])=[C:6]([O:10][CH2:11][CH3:12])[N:5]=[C:4]([C:13]([NH:15][CH2:16][C:17]2[CH:18]=[CH:19][C:20]([O:21][CH2:22][C:23]([OH:25])=[O:24])=[CH:28][CH:29]=2)=[O:14])[CH:3]=1. The catalyst class is: 7.